From a dataset of CYP3A4 inhibition data for predicting drug metabolism from PubChem BioAssay. Regression/Classification. Given a drug SMILES string, predict its absorption, distribution, metabolism, or excretion properties. Task type varies by dataset: regression for continuous measurements (e.g., permeability, clearance, half-life) or binary classification for categorical outcomes (e.g., BBB penetration, CYP inhibition). Dataset: cyp3a4_veith. (1) The drug is COc1ccc(-n2c(=O)c(C)nc3cnc(Oc4ccccc4)nc32)cc1. The result is 1 (inhibitor). (2) The drug is C/C(=C\[C@@H](N)C(=O)O)CP(=O)(O)O. The result is 0 (non-inhibitor). (3) The molecule is c1csc(CNc2ncncc2-c2ccc3c(c2)OCO3)c1. The result is 0 (non-inhibitor).